Dataset: Forward reaction prediction with 1.9M reactions from USPTO patents (1976-2016). Task: Predict the product of the given reaction. (1) The product is: [C:1]([O:5][C:6]([N:8]1[CH2:12][C@H:11]([O:13][C:24]2[C:25]3[O:42][C:41]4[CH:43]=[CH:44][CH:45]=[CH:46][C:40]=4[C:26]=3[N:27]=[C:28]([C:30]3[CH:31]=[CH:32][C:33]([O:36][CH:37]([CH3:38])[CH3:39])=[CH:34][CH:35]=3)[N:29]=2)[CH2:10][C@H:9]1[C:14]([OH:16])=[O:15])=[O:7])([CH3:4])([CH3:2])[CH3:3]. Given the reactants [C:1]([O:5][C:6]([N:8]1[CH2:12][C@H:11]([OH:13])[CH2:10][C@H:9]1[C:14]([OH:16])=[O:15])=[O:7])([CH3:4])([CH3:3])[CH3:2].CC([O-])(C)C.[Na+].Cl[C:24]1[C:25]2[O:42][C:41]3[CH:43]=[CH:44][CH:45]=[CH:46][C:40]=3[C:26]=2[N:27]=[C:28]([C:30]2[CH:35]=[CH:34][C:33]([O:36][CH:37]([CH3:39])[CH3:38])=[CH:32][CH:31]=2)[N:29]=1.Cl, predict the reaction product. (2) Given the reactants [Br:1][C:2]1[CH:3]=[C:4]([NH2:9])[C:5]([NH2:8])=[CH:6][CH:7]=1.[S:10]1[C:14]2[CH:15]=[CH:16][CH:17]=[CH:18][C:13]=2[CH:12]=[C:11]1[S:19](Cl)(=[O:21])=[O:20], predict the reaction product. The product is: [Br:1][C:2]1[CH:7]=[CH:6][C:5]([NH:8][S:19]([C:11]2[S:10][C:14]3[CH:15]=[CH:16][CH:17]=[CH:18][C:13]=3[CH:12]=2)(=[O:21])=[O:20])=[C:4]([NH:9][S:19]([C:11]2[S:10][C:14]3[CH:15]=[CH:16][CH:17]=[CH:18][C:13]=3[CH:12]=2)(=[O:20])=[O:21])[CH:3]=1. (3) The product is: [Br:3][C:4]1[CH:5]=[C:6]2[C:7]([C:8]([NH:9][CH3:10])=[N:1][NH:2]2)=[CH:12][CH:13]=1. Given the reactants [NH2:1][NH2:2].[Br:3][C:4]1[CH:13]=[CH:12][C:7]([C:8](=S)[NH:9][CH3:10])=[C:6](F)[CH:5]=1, predict the reaction product. (4) Given the reactants [C:1]([O:5][C:6]([N:8]1[CH2:13][CH2:12][N:11]([C:14]2[C:23]3[C:18](=[CH:19][C:20]([Cl:24])=[CH:21][CH:22]=3)[NH:17][C:16](=O)[CH:15]=2)[CH2:10][CH2:9]1)=[O:7])([CH3:4])([CH3:3])[CH3:2].[H-].[Na+].[CH:28]1([NH2:34])[CH2:33][CH2:32][CH2:31][CH2:30][CH2:29]1, predict the reaction product. The product is: [C:1]([O:5][C:6]([N:8]1[CH2:13][CH2:12][N:11]([C:14]2[C:23]3[C:18](=[CH:19][C:20]([Cl:24])=[CH:21][CH:22]=3)[N:17]=[C:16]([NH:34][CH:28]3[CH2:33][CH2:32][CH2:31][CH2:30][CH2:29]3)[CH:15]=2)[CH2:10][CH2:9]1)=[O:7])([CH3:4])([CH3:3])[CH3:2]. (5) Given the reactants [CH:1]12[CH2:7][CH:4]([CH2:5][CH2:6]1)[C:3](=O)[C:2]2=O.COP([CH2:16][C:17]([C:19]1[CH:24]=[CH:23][CH:22]=[C:21]([Cl:25])[C:20]=1[Cl:26])=O)(=O)OC.O.[NH2:28][NH2:29], predict the reaction product. The product is: [Cl:26][C:20]1[C:21]([Cl:25])=[CH:22][CH:23]=[CH:24][C:19]=1[C:17]1[N:28]=[N:29][C:2]2[CH:1]3[CH2:7][CH:4]([C:3]=2[CH:16]=1)[CH2:5][CH2:6]3. (6) Given the reactants [CH3:1][O:2][C:3]1[CH:4]=[CH:5][C:6]2[NH:12][C:11](=[O:13])[N:10]([CH:14]3[CH2:19][CH2:18][N:17]([C:20]4[N:25]=[CH:24][N:23]=[C:22]([C:26](O)=[O:27])[CH:21]=4)[CH2:16][CH2:15]3)[CH2:9][CH2:8][C:7]=2[CH:29]=1.[NH:30]1[C:38]2[C:33](=[CH:34][CH:35]=[CH:36][CH:37]=2)[CH:32]([CH2:39][OH:40])[CH2:31]1.CN(C(ON1N=NC2C=CC=CC1=2)=[N+](C)C)C.[B-](F)(F)(F)F, predict the reaction product. The product is: [OH:40][CH2:39][CH:32]1[C:33]2[C:38](=[CH:37][CH:36]=[CH:35][CH:34]=2)[N:30]([C:26]([C:22]2[N:23]=[CH:24][N:25]=[C:20]([N:17]3[CH2:16][CH2:15][CH:14]([N:10]4[CH2:9][CH2:8][C:7]5[CH:29]=[C:3]([O:2][CH3:1])[CH:4]=[CH:5][C:6]=5[NH:12][C:11]4=[O:13])[CH2:19][CH2:18]3)[CH:21]=2)=[O:27])[CH2:31]1. (7) Given the reactants [Cl:1][C:2]1[C:7]([S:8]([CH3:11])(=[O:10])=[O:9])=[CH:6][C:5]([C:12]2[N:13]([C:33](Cl)=[O:34])[C:14]([C:26]3[CH:31]=[CH:30][C:29]([Cl:32])=[CH:28][CH:27]=3)([CH3:25])[C:15]([C:18]3[CH:23]=[CH:22][C:21]([Cl:24])=[CH:20][CH:19]=3)([CH3:17])[N:16]=2)=[C:4]([O:36][CH2:37][CH3:38])[CH:3]=1.[NH:39]1[CH2:44][CH2:43][CH:42]([CH2:45][C:46]([NH2:48])=[O:47])[CH2:41][CH2:40]1, predict the reaction product. The product is: [Cl:1][C:2]1[C:7]([S:8]([CH3:11])(=[O:10])=[O:9])=[CH:6][C:5]([C:12]2[N:13]([C:33]([N:39]3[CH2:44][CH2:43][CH:42]([CH2:45][C:46]([NH2:48])=[O:47])[CH2:41][CH2:40]3)=[O:34])[C@@:14]([C:26]3[CH:31]=[CH:30][C:29]([Cl:32])=[CH:28][CH:27]=3)([CH3:25])[C@@:15]([C:18]3[CH:19]=[CH:20][C:21]([Cl:24])=[CH:22][CH:23]=3)([CH3:17])[N:16]=2)=[C:4]([O:36][CH2:37][CH3:38])[CH:3]=1. (8) Given the reactants [Cl:1][C:2]1[C:3]2[N:4]([C:13]([CH3:16])=[CH:14][CH:15]=2)[C:5]([C:8]([O:10]CC)=[O:9])=[CH:6][N:7]=1.[OH-].[Na+], predict the reaction product. The product is: [Cl:1][C:2]1[C:3]2[N:4]([C:13]([CH3:16])=[CH:14][CH:15]=2)[C:5]([C:8]([OH:10])=[O:9])=[CH:6][N:7]=1.